Dataset: Reaction yield outcomes from USPTO patents with 853,638 reactions. Task: Predict the reaction yield, written as a fraction of the theoretical maximum amount of product (1.0 means a 100% yield; for example, 0.34 means a 34% yield). The reactants are [F:1][C:2]1[C:7]([F:8])=[CH:6][C:5]([C:9]2[CH:14]=[CH:13][C:12]([O:15][CH2:16][C:17]3[CH:18]=[CH:19][C:20]4[O:24][N:23]=[C:22]([N:25]([CH2:30][C:31]([OH:33])=[O:32])[CH2:26][CH2:27]OC)[C:21]=4[CH:34]=3)=[CH:11][CH:10]=2)=[C:4]([O:35][CH3:36])[CH:3]=1.C(OC(=O)CN(C1C2C=C(COC3C=CC(C4C=C(F)C(F)=CC=4OC)=CC=3)C=CC=2ON=1)CC)C. No catalyst specified. The product is [F:1][C:2]1[C:7]([F:8])=[CH:6][C:5]([C:9]2[CH:10]=[CH:11][C:12]([O:15][CH2:16][C:17]3[CH:18]=[CH:19][C:20]4[O:24][N:23]=[C:22]([N:25]([CH2:30][C:31]([OH:33])=[O:32])[CH2:26][CH3:27])[C:21]=4[CH:34]=3)=[CH:13][CH:14]=2)=[C:4]([O:35][CH3:36])[CH:3]=1. The yield is 0.900.